The task is: Predict the product of the given reaction.. This data is from Forward reaction prediction with 1.9M reactions from USPTO patents (1976-2016). (1) Given the reactants C([C:4]1[CH:13]=[C:12]([C:14]([O:16][CH3:17])=[O:15])[C:11]2[C:6](=[CH:7][CH:8]=[CH:9][CH:10]=2)[N:5]=1)(O)=O.[CH2:18]([O:20][C:21]([N:23]1[CH2:28][CH2:27][N:26]([C:29]([CH:31](N)[CH2:32][CH2:33][C:34]([O:36][C:37]([CH3:40])([CH3:39])[CH3:38])=[O:35])=[O:30])[CH2:25][CH2:24]1)=[O:22])[CH3:19].CCN=C=NCCC[N:50]([CH3:52])C.Cl.C1C=CC2N([OH:63])N=NC=2C=1, predict the reaction product. The product is: [CH2:18]([O:20][C:21]([N:23]1[CH2:28][CH2:27][N:26]([C:29]([CH:31]([C:4]2[C:13]([C:52]([NH2:50])=[O:63])=[C:12]([C:14]([O:16][CH3:17])=[O:15])[C:11]3[C:6](=[CH:7][CH:8]=[CH:9][CH:10]=3)[N:5]=2)[CH2:32][CH2:33][C:34]([O:36][C:37]([CH3:40])([CH3:39])[CH3:38])=[O:35])=[O:30])[CH2:25][CH2:24]1)=[O:22])[CH3:19]. (2) The product is: [Cl:1][C:2]1[CH:10]=[CH:9][C:8]([C:11]2[N:12]([C:22]([O:24][C:25]([CH3:26])([CH3:28])[CH3:27])=[O:23])[C:13]3[C:18]([CH:19]=2)=[CH:17][C:16]([CH2:20][NH:37][CH2:36][CH2:35][C:31]2[S:30][CH:34]=[CH:33][CH:32]=2)=[CH:15][CH:14]=3)=[C:7]2[C:3]=1[CH2:4][NH:5][C:6]2=[O:29]. Given the reactants [Cl:1][C:2]1[CH:10]=[CH:9][C:8]([C:11]2[N:12]([C:22]([O:24][C:25]([CH3:28])([CH3:27])[CH3:26])=[O:23])[C:13]3[C:18]([CH:19]=2)=[CH:17][C:16]([CH:20]=O)=[CH:15][CH:14]=3)=[C:7]2[C:3]=1[CH2:4][NH:5][C:6]2=[O:29].[S:30]1[CH:34]=[CH:33][CH:32]=[C:31]1[CH2:35][CH2:36][NH2:37].C(O[BH-](OC(=O)C)OC(=O)C)(=O)C.[Na+], predict the reaction product. (3) Given the reactants I[C:2]1[CH:26]=[CH:25][C:5]2[C:6]3[CH:12]=[CH:11][C:10]([S:13]([NH:16][C@@H:17]([CH:22]([CH3:24])[CH3:23])[C:18]([O:20][CH3:21])=[O:19])(=[O:15])=[O:14])=[CH:9][C:7]=3[O:8][C:4]=2[CH:3]=1.[C:27]([Cu])#[N:28], predict the reaction product. The product is: [C:27]([C:2]1[CH:26]=[CH:25][C:5]2[C:6]3[CH:12]=[CH:11][C:10]([S:13]([NH:16][C@@H:17]([CH:22]([CH3:24])[CH3:23])[C:18]([O:20][CH3:21])=[O:19])(=[O:14])=[O:15])=[CH:9][C:7]=3[O:8][C:4]=2[CH:3]=1)#[N:28]. (4) The product is: [NH2:19][C:18]1[C:9]2[C:8](=[CH:7][C:6]([Br:5])=[CH:11][CH:10]=2)[N:12]=[N:13][C:14]=1[C:15]([NH2:17])=[O:16]. Given the reactants [Cl-].[Al+3].[Cl-].[Cl-].[Br:5][C:6]1[CH:7]=[C:8]([N:12]=[N:13][CH:14]([C:18]#[N:19])[C:15]([NH2:17])=[O:16])[CH:9]=[CH:10][CH:11]=1.Cl, predict the reaction product. (5) Given the reactants N([O-])=O.[Na+].Cl.Cl.[CH3:7][C:8]1[S:9][C:10]2[CH:16]=[CH:15][C:14](N)=[CH:13][C:11]=2[N:12]=1.O.[OH-].[NH4+].[BrH:21], predict the reaction product. The product is: [CH3:7][C:8]1[S:9][C:10]2[CH:16]=[CH:15][C:14]([Br:21])=[CH:13][C:11]=2[N:12]=1. (6) Given the reactants C([O:3][C:4](=[CH:8][C:9]1([C:13]2[CH:18]=[CH:17][CH:16]=[CH:15][C:14]=2[C:19]([F:22])([F:21])[F:20])[CH2:12][CH2:11][CH2:10]1)[C:5]([OH:7])=[O:6])C.C(O)(=O)C.O, predict the reaction product. The product is: [O:3]=[C:4]([CH2:8][C:9]1([C:13]2[CH:18]=[CH:17][CH:16]=[CH:15][C:14]=2[C:19]([F:20])([F:21])[F:22])[CH2:10][CH2:11][CH2:12]1)[C:5]([OH:7])=[O:6]. (7) Given the reactants [CH:1]([NH:4][CH:5]([CH3:7])C)([CH3:3])C.N#N.[Li]CCCC.FC1[C:21]([I:22])=CC=CN=1.[CH:23](OCC)=[O:24].[CH3:28][O-:29].[Na+], predict the reaction product. The product is: [I:22][C:21]1[C:3]([CH:23]=[O:24])=[C:1]([O:29][CH3:28])[N:4]=[CH:5][CH:7]=1. (8) Given the reactants [C:1]([O:5][C:6](=[O:27])[N:7]([CH2:9][C:10]1[CH:15]=[C:14]([CH:16]=[O:17])[CH:13]=[CH:12][C:11]=1[O:18][C:19]1[CH:24]=[CH:23][C:22]([Cl:25])=[C:21]([Cl:26])[CH:20]=1)[CH3:8])([CH3:4])([CH3:3])[CH3:2].[BH4-].[Na+].[OH-].[Na+], predict the reaction product. The product is: [C:1]([O:5][C:6](=[O:27])[N:7]([CH2:9][C:10]1[CH:15]=[C:14]([CH2:16][OH:17])[CH:13]=[CH:12][C:11]=1[O:18][C:19]1[CH:24]=[CH:23][C:22]([Cl:25])=[C:21]([Cl:26])[CH:20]=1)[CH3:8])([CH3:4])([CH3:2])[CH3:3]. (9) Given the reactants Br[C:2]1[C:3]([O:17][CH3:18])=[C:4]([Cl:16])[C:5]([O:12][CH2:13][O:14][CH3:15])=[C:6]([CH:11]=1)[C:7]([O:9][CH3:10])=[O:8].O.CC1(C)C(C)(C)OB([CH2:28][C:29]2[CH:34]=[CH:33][C:32]([N:35]3[CH:39]=[CH:38][CH:37]=[N:36]3)=[CH:31][CH:30]=2)O1.C(=O)([O-])[O-].[K+].[K+], predict the reaction product. The product is: [Cl:16][C:4]1[C:5]([O:12][CH2:13][O:14][CH3:15])=[C:6]([CH:11]=[C:2]([CH2:28][C:29]2[CH:30]=[CH:31][C:32]([N:35]3[CH:39]=[CH:38][CH:37]=[N:36]3)=[CH:33][CH:34]=2)[C:3]=1[O:17][CH3:18])[C:7]([O:9][CH3:10])=[O:8].